Predict which catalyst facilitates the given reaction. From a dataset of Catalyst prediction with 721,799 reactions and 888 catalyst types from USPTO. Reactant: [C:1]([C:4]1[CH:9]=[CH:8][C:7]([C:10]2[N:15]=[C:14]([NH2:16])[N:13]=[C:12]([N:17]3[C@H:22]([CH3:23])[CH2:21][CH2:20][C@H:19]([C:24]([OH:26])=O)[CH2:18]3)[CH:11]=2)=[CH:6][C:5]=1[F:27])(=[O:3])[CH3:2].CN(C(ON1N=NC2C=CC=NC1=2)=[N+](C)C)C.F[P-](F)(F)(F)(F)F.CCN(C(C)C)C(C)C.[CH2:61]([NH2:68])[C:62]1[CH:67]=[CH:66][CH:65]=[CH:64][CH:63]=1. Product: [C:1]([C:4]1[CH:9]=[CH:8][C:7]([C:10]2[N:15]=[C:14]([NH2:16])[N:13]=[C:12]([N:17]3[C@H:22]([CH3:23])[CH2:21][CH2:20][C@H:19]([C:24]([NH:68][CH2:61][C:62]4[CH:67]=[CH:66][CH:65]=[CH:64][CH:63]=4)=[O:26])[CH2:18]3)[CH:11]=2)=[CH:6][C:5]=1[F:27])(=[O:3])[CH3:2]. The catalyst class is: 31.